The task is: Regression/Classification. Given a drug SMILES string, predict its absorption, distribution, metabolism, or excretion properties. Task type varies by dataset: regression for continuous measurements (e.g., permeability, clearance, half-life) or binary classification for categorical outcomes (e.g., BBB penetration, CYP inhibition). Dataset: pampa_ncats.. This data is from PAMPA (Parallel Artificial Membrane Permeability Assay) permeability data from NCATS. (1) The molecule is CCCN(C1=CC=CC=C1C)C(=O)C2=C(C3=C(S2)N=C4CCCCN4C3=O)C. The result is 1 (high permeability). (2) The molecule is CC1=CC(=C(C(=O)N1)CNC(=O)C2=C3C=CN(C3=CC(=N2)C4=CC=CC(=C4)CO)C)C. The result is 1 (high permeability).